From a dataset of Forward reaction prediction with 1.9M reactions from USPTO patents (1976-2016). Predict the product of the given reaction. (1) Given the reactants C([O:3][C:4](=[O:26])[CH2:5][CH:6]1[O:10][B:9]([OH:11])[C:8]2[CH:12]=[C:13]([O:17][C:18]3[C:23]([CH2:24][NH2:25])=[N:22][CH:21]=[CH:20][N:19]=3)[CH:14]=[C:15]([CH3:16])[C:7]1=2)C.[Li+].[OH-].Cl, predict the reaction product. The product is: [NH2:25][CH2:24][C:23]1[C:18]([O:17][C:13]2[CH:14]=[C:15]([CH3:16])[C:7]3[CH:6]([CH2:5][C:4]([OH:26])=[O:3])[O:10][B:9]([OH:11])[C:8]=3[CH:12]=2)=[N:19][CH:20]=[CH:21][N:22]=1. (2) The product is: [Cl:24][C:25]1[CH:30]=[CH:29][CH:28]=[CH:27][C:26]=1[NH:31][C:32]([N:21]1[CH2:22][CH2:23][N:18]([C:4]2[C:3]([C:1]#[N:2])=[CH:13][C:7]([C:8]([O:10][CH2:11][CH3:12])=[O:9])=[C:6]([C:14]([F:15])([F:17])[F:16])[N:5]=2)[CH2:19][CH2:20]1)=[O:33]. Given the reactants [C:1]([C:3]1[C:4]([N:18]2[CH2:23][CH2:22][NH:21][CH2:20][CH2:19]2)=[N:5][C:6]([C:14]([F:17])([F:16])[F:15])=[C:7]([CH:13]=1)[C:8]([O:10][CH2:11][CH3:12])=[O:9])#[N:2].[Cl:24][C:25]1[CH:30]=[CH:29][CH:28]=[CH:27][C:26]=1[N:31]=[C:32]=[O:33], predict the reaction product.